Predict the product of the given reaction. From a dataset of Forward reaction prediction with 1.9M reactions from USPTO patents (1976-2016). (1) Given the reactants [F:1][C:2]([F:26])([C:20]1[CH:25]=[CH:24][CH:23]=[CH:22][CH:21]=1)[CH2:3][N:4]1[CH:8]=[C:7]([C:9]2[S:10][C:11]([C:15]([O:17]CC)=[O:16])=[C:12]([CH3:14])[N:13]=2)[N:6]=[N:5]1.O.[OH-].[Li+], predict the reaction product. The product is: [F:26][C:2]([F:1])([C:20]1[CH:21]=[CH:22][CH:23]=[CH:24][CH:25]=1)[CH2:3][N:4]1[CH:8]=[C:7]([C:9]2[S:10][C:11]([C:15]([OH:17])=[O:16])=[C:12]([CH3:14])[N:13]=2)[N:6]=[N:5]1. (2) Given the reactants [NH2:1][C@@H:2]1[C:16](=[O:17])[N:15]2[CH2:18][C@H:19]([O:21][C:22]3[C:23]4[CH:36]=[CH:35][S:34][C:24]=4[N:25]=[C:26]([C:28]4[CH:33]=[CH:32][CH:31]=[CH:30][N:29]=4)[N:27]=3)[CH2:20][C@H:14]2[C:13](=[O:37])[NH:12][C@:11]2([C:39]([O:41][CH3:42])=[O:40])[CH2:38][C@H:10]2[CH:9]=[CH:8][CH2:7][CH2:6][CH2:5][CH2:4][CH2:3]1.[CH:43]1([CH2:46][C:47](O)=[O:48])[CH2:45][CH2:44]1.C(N(C(C)C)CC)(C)C.CN(C(ON1N=NC2C=CC=NC1=2)=[N+](C)C)C.F[P-](F)(F)(F)(F)F.C(=O)(O)[O-].[Na+], predict the reaction product. The product is: [CH:43]1([CH2:46][C:47]([NH:1][C@@H:2]2[C:16](=[O:17])[N:15]3[CH2:18][C@H:19]([O:21][C:22]4[C:23]5[CH:36]=[CH:35][S:34][C:24]=5[N:25]=[C:26]([C:28]5[CH:33]=[CH:32][CH:31]=[CH:30][N:29]=5)[N:27]=4)[CH2:20][C@H:14]3[C:13](=[O:37])[NH:12][C@:11]3([C:39]([O:41][CH3:42])=[O:40])[CH2:38][C@H:10]3[CH:9]=[CH:8][CH2:7][CH2:6][CH2:5][CH2:4][CH2:3]2)=[O:48])[CH2:45][CH2:44]1. (3) Given the reactants [Cl:1][C:2]1[CH:3]=[C:4]([CH:8]([C:13]2[CH:18]=[CH:17][CH:16]=[CH:15][C:14]=2[N+:19]([O-:21])=[O:20])[CH2:9][N:10]=[C:11]=[S:12])[CH:5]=[CH:6][CH:7]=1.S(=O)(=O)(O)O, predict the reaction product. The product is: [Cl:1][C:2]1[CH:3]=[C:4]2[C:5](=[CH:6][CH:7]=1)[C:11]([SH:12])=[N:10][CH2:9][CH:8]2[C:13]1[CH:18]=[CH:17][CH:16]=[CH:15][C:14]=1[N+:19]([O-:21])=[O:20]. (4) The product is: [CH:27]1([NH:26][C:22]2[CH:21]=[C:20]([C:18]3[CH:17]=[C:16]([N+:33]([O-:35])=[O:34])[CH:15]=[C:14]([N:11]4[CH2:12][CH2:13][NH:8][CH2:9][CH2:10]4)[N:19]=3)[CH:25]=[CH:24][N:23]=2)[CH2:32][CH2:31][CH2:30][CH2:29][CH2:28]1. Given the reactants C(OC([N:8]1[CH2:13][CH2:12][N:11]([C:14]2[N:19]=[C:18]([C:20]3[CH:25]=[CH:24][N:23]=[C:22]([NH:26][CH:27]4[CH2:32][CH2:31][CH2:30][CH2:29][CH2:28]4)[CH:21]=3)[CH:17]=[C:16]([N+:33]([O-:35])=[O:34])[CH:15]=2)[CH2:10][CH2:9]1)=O)(C)(C)C.C(O)(C(F)(F)F)=O, predict the reaction product. (5) The product is: [CH3:22][N:23]([CH3:27])[C:24]([Cl:26])=[O:25].[CH3:1][O:2][C:3](=[O:14])[C@H:4]([CH2:6][C:7]1[CH:8]=[CH:9][C:10]([OH:13])=[CH:11][CH:12]=1)[NH2:5]. Given the reactants [CH3:1][O:2][C:3](=[O:14])[C@H:4]([CH2:6][C:7]1[CH:12]=[CH:11][C:10]([OH:13])=[CH:9][CH:8]=1)[NH2:5].C(N(CC)CC)C.[CH3:22][N:23]([CH3:27])[C:24]([Cl:26])=[O:25], predict the reaction product. (6) The product is: [Br:24][CH2:11][CH:8]1[CH2:9][O:10][Si:5]([C:13]([CH3:16])([CH3:15])[CH3:14])([C:1]([CH3:4])([CH3:3])[CH3:2])[O:6][CH2:7]1. Given the reactants [C:1]([Si:5]1([C:13]([CH3:16])([CH3:15])[CH3:14])[O:10][CH2:9][CH:8]([CH2:11]O)[CH2:7][O:6]1)([CH3:4])([CH3:3])[CH3:2].N1C=CC=CC=1.C(Br)(Br)(Br)[Br:24].C1(P(C2C=CC=CC=2)C2C=CC=CC=2)C=CC=CC=1, predict the reaction product.